Predict the reaction yield, written as a fraction of the theoretical maximum amount of product (1.0 means a 100% yield; for example, 0.34 means a 34% yield). From a dataset of Reaction yield outcomes from USPTO patents with 853,638 reactions. (1) The reactants are [O:1]1[C:5]2[CH:6]=[CH:7][CH:8]=[C:9]([CH2:10]O)[C:4]=2[O:3][CH2:2]1.S(Cl)([Cl:14])=O. No catalyst specified. The product is [Cl:14][CH2:10][C:9]1[C:4]2[O:3][CH2:2][O:1][C:5]=2[CH:6]=[CH:7][CH:8]=1. The yield is 0.910. (2) The reactants are CO[C:3](=[O:15])[CH2:4][NH:5][C:6]([C:8]1[CH:9]=[N:10][CH:11]=[C:12]([F:14])[CH:13]=1)=[O:7].[CH3:16][NH2:17]. The catalyst is C(O)C. The product is [F:14][C:12]1[CH:11]=[N:10][CH:9]=[C:8]([CH:13]=1)[C:6]([NH:5][CH2:4][C:3](=[O:15])[NH:17][CH3:16])=[O:7]. The yield is 0.720. (3) The reactants are C(O)(C(F)(F)F)=O.[F:8][C:9]1[CH:10]=[C:11]([NH:20][C:21]([C@@H:23]2[N:32]([C:33]([C@H:35]3[CH2:38][C@H:37]([CH2:39][C:40]([O:42]C(C)(C)C)=[O:41])[CH2:36]3)=[O:34])[CH2:31][CH2:30][C:29]3[N:28]=[C:27]([O:47][CH3:48])[CH:26]=[CH:25][C:24]2=3)=[O:22])[CH:12]=[C:13]2[C:17]=1[C:16]([CH3:19])([CH3:18])[CH2:15][CH2:14]2. No catalyst specified. The product is [F:8][C:9]1[CH:10]=[C:11]([NH:20][C:21]([C@@H:23]2[N:32]([C:33]([C@H:35]3[CH2:38][C@H:37]([CH2:39][C:40]([OH:42])=[O:41])[CH2:36]3)=[O:34])[CH2:31][CH2:30][C:29]3[N:28]=[C:27]([O:47][CH3:48])[CH:26]=[CH:25][C:24]2=3)=[O:22])[CH:12]=[C:13]2[C:17]=1[C:16]([CH3:19])([CH3:18])[CH2:15][CH2:14]2. The yield is 0.840. (4) The reactants are C[O:2][C:3](=[O:40])[C:4]1[CH:9]=[C:8]([O:10][C:11]2[CH:16]=[CH:15][C:14]([C:17]3[CH:22]=[CH:21][C:20]([CH2:23][C:24]4[N:25]([CH2:37][CH3:38])[CH:26]=[C:27]([C:29]5[CH:34]=[CH:33][C:32]([Cl:35])=[CH:31][C:30]=5[Cl:36])[N:28]=4)=[CH:19][CH:18]=3)=[CH:13][CH:12]=2)[CH:7]=[CH:6][C:5]=1[NH2:39].Cl[C:42]([O:44][CH2:45][CH3:46])=[O:43].CCN(C(C)C)C(C)C. No catalyst specified. The product is [Cl:36][C:30]1[CH:31]=[C:32]([Cl:35])[CH:33]=[CH:34][C:29]=1[C:27]1[N:28]=[C:24]([CH2:23][C:20]2[CH:19]=[CH:18][C:17]([C:14]3[CH:15]=[CH:16][C:11]([O:10][C:8]4[CH:7]=[CH:6][C:5]([NH:39][C:42]([O:44][CH2:45][CH3:46])=[O:43])=[C:4]([CH:9]=4)[C:3]([OH:40])=[O:2])=[CH:12][CH:13]=3)=[CH:22][CH:21]=2)[N:25]([CH2:37][CH3:38])[CH:26]=1. The yield is 0.530. (5) The reactants are Br[C:2]1[CH:3]=[C:4](C=C[CH:31]=1)[C:5]([NH:7][CH:8]([C:10]1[N:15]=[N:14][C:13]([NH:16][C:17]2[CH:22]=[C:21]([O:23][CH3:24])[C:20]([O:25][CH3:26])=[C:19]([O:27][CH3:28])[CH:18]=2)=[N:12][CH:11]=1)[CH3:9])=[O:6].[NH2:32][CH:33](C1N=NC(NC2C=C(OC)C(OC)=C(OC)C=2)=NC=1)C.CN1C=CC=C1C(O)=O.C(N(C(C)C)CC)(C)C.F[P-](F)(F)(F)(F)F.N1(OC(N(C)C)=[N+](C)C)C2N=CC=CC=2N=N1. The catalyst is CN(C)C=O. The product is [CH3:33][N:32]1[CH:31]=[CH:2][CH:3]=[C:4]1[C:5]([NH:7][CH:8]([C:10]1[N:15]=[N:14][C:13]([NH:16][C:17]2[CH:18]=[C:19]([O:27][CH3:28])[C:20]([O:25][CH3:26])=[C:21]([O:23][CH3:24])[CH:22]=2)=[N:12][CH:11]=1)[CH3:9])=[O:6]. The yield is 0.950. (6) The reactants are C([NH:5][S:6]([C:9]1[CH:14]=[CH:13][CH:12]=[C:11]([C:15]2[CH:20]=[C:19]([C:21]3[N:26]=[C:25]([CH3:27])[CH:24]=[C:23]([C:28]4[CH:29]=[N:30][C:31]([C:34]([F:37])([F:36])[F:35])=[CH:32][CH:33]=4)[N:22]=3)[CH:18]=[CH:17][N:16]=2)[CH:10]=1)(=[O:8])=[O:7])(C)(C)C.C(O)(C(F)(F)F)=O. The catalyst is ClCCl. The product is [CH3:27][C:25]1[CH:24]=[C:23]([C:28]2[CH:29]=[N:30][C:31]([C:34]([F:36])([F:37])[F:35])=[CH:32][CH:33]=2)[N:22]=[C:21]([C:19]2[CH:18]=[CH:17][N:16]=[C:15]([C:11]3[CH:10]=[C:9]([S:6]([NH2:5])(=[O:8])=[O:7])[CH:14]=[CH:13][CH:12]=3)[CH:20]=2)[N:26]=1. The yield is 0.150. (7) The reactants are [C:1]1(=[O:11])[NH:5][C:4](=[O:6])[C:3]2=[CH:7][CH:8]=[CH:9][CH:10]=[C:2]12.[C:12]1(P([C:12]2[CH:17]=CC=[CH:14][CH:13]=2)[C:12]2[CH:17]=CC=[CH:14][CH:13]=2)[CH:17]=CC=[CH:14][CH:13]=1.N(C(OCC)=O)=NC(OCC)=O. The catalyst is O1CCCC1.C1(C)C=CC=CC=1. The product is [CH3:14][C@@H:13]([N:5]1[C:1](=[O:11])[C:2]2[C:3](=[CH:7][CH:8]=[CH:9][CH:10]=2)[C:4]1=[O:6])[C:12]#[CH:17]. The yield is 0.600. (8) The reactants are [C:1]([N:8]1[CH2:15][CH2:14][CH2:13][C@H:9]1[C:10]([OH:12])=[O:11])([O:3][C:4]([CH3:7])([CH3:6])[CH3:5])=[O:2].Br[CH2:17][C:18]([C:20]1[CH:25]=[CH:24][C:23]([N+:26]([O-:28])=[O:27])=[CH:22][CH:21]=1)=[O:19]. The catalyst is C(#N)C.[Cl-].[Na+].O. The product is [N:8]1([C:1]([O:3][C:4]([CH3:7])([CH3:6])[CH3:5])=[O:2])[CH2:15][CH2:14][CH2:13][C@H:9]1[C:10]([O:12][CH2:17][C:18]([C:20]1[CH:21]=[CH:22][C:23]([N+:26]([O-:28])=[O:27])=[CH:24][CH:25]=1)=[O:19])=[O:11]. The yield is 1.00.